This data is from Forward reaction prediction with 1.9M reactions from USPTO patents (1976-2016). The task is: Predict the product of the given reaction. Given the reactants [CH2:1]([O:8][C:9]1[CH:18]=[CH:17][C:16]2[N:15]=[CH:14][C:13]3[N:19]=[C:20]([CH2:27][O:28][CH2:29][CH3:30])[N:21]([CH2:22][C:23]([NH2:26])([CH3:25])[CH3:24])[C:12]=3[C:11]=2[CH:10]=1)[C:2]1[CH:7]=[CH:6][CH:5]=[CH:4][CH:3]=1.C(N(CC)CC)C.[CH3:38][S:39](O[S:39]([CH3:38])(=[O:41])=[O:40])(=[O:41])=[O:40].C(=O)(O)[O-].[Na+], predict the reaction product. The product is: [CH2:1]([O:8][C:9]1[CH:18]=[CH:17][C:16]2[N:15]=[CH:14][C:13]3[N:19]=[C:20]([CH2:27][O:28][CH2:29][CH3:30])[N:21]([CH2:22][C:23]([NH:26][S:39]([CH3:38])(=[O:41])=[O:40])([CH3:24])[CH3:25])[C:12]=3[C:11]=2[CH:10]=1)[C:2]1[CH:7]=[CH:6][CH:5]=[CH:4][CH:3]=1.